From a dataset of Forward reaction prediction with 1.9M reactions from USPTO patents (1976-2016). Predict the product of the given reaction. (1) Given the reactants Cl.Cl.[NH2:3][C@H:4]1[CH2:9][CH2:8][C@H:7]([C:10]([NH:12][C:13]2[C:17]3[CH:18]=[CH:19][CH:20]=[CH:21][C:16]=3[O:15][C:14]=2[C:22]([NH:24][C:25]2[CH:30]=[CH:29][C:28]([Cl:31])=[CH:27][N:26]=2)=[O:23])=[O:11])[CH2:6][CH2:5]1.[Cl:32][C:33]1[N:38]=[CH:37][CH:36]=[CH:35][N:34]=1, predict the reaction product. The product is: [ClH:31].[ClH:32].[N:34]1[CH:35]=[CH:36][CH:37]=[N:38][C:33]=1[NH:3][C@H:4]1[CH2:9][CH2:8][C@H:7]([C:10]([NH:12][C:13]2[C:17]3[CH:18]=[CH:19][CH:20]=[CH:21][C:16]=3[O:15][C:14]=2[C:22]([NH:24][C:25]2[CH:30]=[CH:29][C:28]([Cl:31])=[CH:27][N:26]=2)=[O:23])=[O:11])[CH2:6][CH2:5]1. (2) Given the reactants [CH3:1][O:2][C:3]([C:5]1[N:6](S(C2C=CC=CC=2)(=O)=O)[C:7]2[C:12]([CH:13]=1)=[CH:11][C:10]([S:14]([CH3:17])(=[O:16])=[O:15])=[CH:9][CH:8]=2)=[O:4].O1CCCC1.[OH-].[K+].Cl, predict the reaction product. The product is: [CH3:1][O:2][C:3]([C:5]1[NH:6][C:7]2[C:12]([CH:13]=1)=[CH:11][C:10]([S:14]([CH3:17])(=[O:16])=[O:15])=[CH:9][CH:8]=2)=[O:4]. (3) Given the reactants [F:1][C:2]([F:22])([F:21])[C@@H:3]([OH:20])[CH2:4][N:5]1[CH2:10][CH2:9][CH2:8][CH:7]([CH2:11][C:12]2[CH:17]=[CH:16][CH:15]=[C:14]([O:18][CH3:19])[CH:13]=2)[CH2:6]1.[Cl:23][C:24]1[CH:29]=[CH:28][C:27]([N:30]=[C:31]=[O:32])=[CH:26][CH:25]=1, predict the reaction product. The product is: [F:22][C:2]([F:1])([F:21])[C@@H:3]([O:20][C:31](=[O:32])[NH:30][C:27]1[CH:28]=[CH:29][C:24]([Cl:23])=[CH:25][CH:26]=1)[CH2:4][N:5]1[CH2:10][CH2:9][CH2:8][CH:7]([CH2:11][C:12]2[CH:17]=[CH:16][CH:15]=[C:14]([O:18][CH3:19])[CH:13]=2)[CH2:6]1. (4) Given the reactants C1(COC(=O)[NH:10][C@H:11]([CH3:19])[C:12](=[O:18])[N:13]2[CH2:17][CH2:16][CH2:15][CH2:14]2)C=CC=CC=1, predict the reaction product. The product is: [O:18]=[C:12]([N:13]1[CH2:17][CH2:16][CH2:15][CH2:14]1)[C@H:11]([NH2:10])[CH3:19].